From a dataset of Catalyst prediction with 721,799 reactions and 888 catalyst types from USPTO. Predict which catalyst facilitates the given reaction. (1) Reactant: [NH2:1][C@@H:2]1[CH2:6][CH2:5][N:4]([C:7]([O:9][C:10]([CH3:13])([CH3:12])[CH3:11])=[O:8])[CH2:3]1.[Si]([N:18]=[C:19]=[O:20])(C)(C)C.CCN(C(C)C)C(C)C. Product: [NH:1]([C@@H:2]1[CH2:6][CH2:5][N:4]([C:7]([O:9][C:10]([CH3:13])([CH3:12])[CH3:11])=[O:8])[CH2:3]1)[C:19]([NH2:18])=[O:20]. The catalyst class is: 4. (2) Reactant: [N:1]1[CH:6]=[CH:5][CH:4]=[C:3]([C:7]2[CH:8]=[C:9]3[C:15]([C:16]4[N:21]=[C:20]([N:22]5[CH2:27][CH2:26][CH2:25][C@@H:24]([OH:28])[CH2:23]5)[CH:19]=[CH:18][CH:17]=4)=[N:14][N:13](COCC[Si](C)(C)C)[C:10]3=[CH:11][N:12]=2)[CH:2]=1.Cl. Product: [N:1]1[CH:6]=[CH:5][CH:4]=[C:3]([C:7]2[CH:8]=[C:9]3[C:15]([C:16]4[N:21]=[C:20]([N:22]5[CH2:27][CH2:26][CH2:25][C@@H:24]([OH:28])[CH2:23]5)[CH:19]=[CH:18][CH:17]=4)=[N:14][NH:13][C:10]3=[CH:11][N:12]=2)[CH:2]=1. The catalyst class is: 12. (3) Reactant: [Cl:1][C:2]1[C:6]([NH:7][CH3:8])=[CH:5][N:4]([C:9]2[CH:10]=[N:11][CH:12]=[CH:13][CH:14]=2)[N:3]=1.[Li+].C[Si]([N-][Si](C)(C)C)(C)C.[O:25]=[C:26]1[C@H:31]2[CH2:32][C@H:28]([CH:29]=[CH:30]2)[N:27]1[C:33]([O:35][C:36]([CH3:39])([CH3:38])[CH3:37])=[O:34]. Product: [C:36]([O:35][C:33](=[O:34])[NH:27][C@@H:28]1[CH2:32][C@H:31]([C:26](=[O:25])[N:7]([C:6]2[C:2]([Cl:1])=[N:3][N:4]([C:9]3[CH:10]=[N:11][CH:12]=[CH:13][CH:14]=3)[CH:5]=2)[CH3:8])[CH:30]=[CH:29]1)([CH3:37])([CH3:38])[CH3:39]. The catalyst class is: 1.